This data is from Forward reaction prediction with 1.9M reactions from USPTO patents (1976-2016). The task is: Predict the product of the given reaction. (1) Given the reactants [N+:1]([C:4]1[CH:9]=[CH:8][C:7]([S:10]([CH3:17])(=[N:12][C:13](=[O:16])[CH2:14][CH3:15])=[O:11])=[CH:6][CH:5]=1)([O-])=O, predict the reaction product. The product is: [NH2:1][C:4]1[CH:5]=[CH:6][C:7]([S:10]([CH3:17])(=[N:12][C:13](=[O:16])[CH2:14][CH3:15])=[O:11])=[CH:8][CH:9]=1. (2) Given the reactants [OH:1][C:2]1[C:12]2[CH2:11][CH2:10][N:9]([C:13](=[O:18])[C:14]([F:17])([F:16])[F:15])[CH2:8][CH2:7][C:6]=2[CH:5]=[CH:4][CH:3]=1.C(NC(C)C)(C)C.[I:26]N1C(=O)CCC1=O, predict the reaction product. The product is: [OH:1][C:2]1[C:12]2[CH2:11][CH2:10][N:9]([C:13](=[O:18])[C:14]([F:17])([F:15])[F:16])[CH2:8][CH2:7][C:6]=2[CH:5]=[CH:4][C:3]=1[I:26]. (3) Given the reactants CCCC[N+](CCCC)(CCCC)CCCC.[F-].[CH2:19]([O:22][C@@H:23]1[C@@H:31]([CH:32]=[O:33])[O:30][C@H:29]2[C@H:25]([N:26]=[C:27]([N:34]([CH2:42][CH3:43])[C:35](=[O:41])[O:36][C:37]([CH3:40])([CH3:39])[CH3:38])[S:28]2)[C@H:24]1[O:44][CH2:45][CH:46]=[CH2:47])[CH:20]=[CH2:21].[Si]([C:52]([F:55])([F:54])[F:53])(C)(C)C, predict the reaction product. The product is: [CH2:19]([O:22][C@@H:23]1[C@@H:31]([C@@H:32]([OH:33])[C:52]([F:55])([F:54])[F:53])[O:30][C@H:29]2[C@H:25]([N:26]=[C:27]([N:34]([CH2:42][CH3:43])[C:35](=[O:41])[O:36][C:37]([CH3:38])([CH3:39])[CH3:40])[S:28]2)[C@H:24]1[O:44][CH2:45][CH:46]=[CH2:47])[CH:20]=[CH2:21]. (4) Given the reactants Br[C:2]1[CH:3]=[CH:4][CH:5]=[C:6]2[C:10]=1[NH:9][N:8]=[C:7]2[NH2:11].[B:12]1([B:12]2[O:16][C:15]([CH3:18])([CH3:17])[C:14]([CH3:20])([CH3:19])[O:13]2)[O:16][C:15]([CH3:18])([CH3:17])[C:14]([CH3:20])([CH3:19])[O:13]1, predict the reaction product. The product is: [CH3:19][C:14]1([CH3:20])[C:15]([CH3:18])([CH3:17])[O:16][B:12]([C:2]2[CH:3]=[CH:4][CH:5]=[C:6]3[C:10]=2[NH:9][N:8]=[C:7]3[NH2:11])[O:13]1. (5) Given the reactants B(Br)(Br)Br.ClCCl.[O:8]1[CH:12]=[CH:11][C:10]([C:13]([N:15]([C:17]([C:19]2[O:20][CH:21]=[C:22]([C:32]3[CH:37]=[CH:36][C:35]([O:38]C)=[CH:34][CH:33]=3)[C:23]=2[C:24]2[CH:29]=[CH:28][C:27]([O:30]C)=[CH:26][CH:25]=2)=[O:18])[NH2:16])=[O:14])=[CH:9]1, predict the reaction product. The product is: [O:8]1[CH:12]=[CH:11][C:10]([C:13]([N:15]([C:17]([C:19]2[O:20][CH:21]=[C:22]([C:32]3[CH:37]=[CH:36][C:35]([OH:38])=[CH:34][CH:33]=3)[C:23]=2[C:24]2[CH:25]=[CH:26][C:27]([OH:30])=[CH:28][CH:29]=2)=[O:18])[NH2:16])=[O:14])=[CH:9]1. (6) Given the reactants [Mg].Br[C:3]1[CH:8]=[CH:7][C:6]([O:9][C:10]([F:13])([F:12])[F:11])=[CH:5][CH:4]=1.C(OC([N:21]1[CH2:26][CH2:25][CH:24]([C:27](=[O:32])N(C)OC)[CH2:23][CH2:22]1)=O)(C)(C)C.C(O)(C(F)(F)F)=O.[ClH:40], predict the reaction product. The product is: [ClH:40].[F:11][C:10]([F:13])([F:12])[O:9][C:6]1[CH:7]=[CH:8][C:3]([C:27]([CH:24]2[CH2:25][CH2:26][NH:21][CH2:22][CH2:23]2)=[O:32])=[CH:4][CH:5]=1. (7) Given the reactants [NH:1]1[C:5]2([CH2:10][CH2:9][CH2:8][N:7]([C:11]3[C:12]4[CH:19]=[CH:18][NH:17][C:13]=4[N:14]=[CH:15][N:16]=3)[CH2:6]2)[CH2:4][CH2:3][CH2:2]1.CC1N([C:26]([CH2:28][C:29]#[N:30])=[O:27])N=C(C)C=1.C(N(CC)C(C)C)(C)C.C(=O)(O)[O-].[Na+], predict the reaction product. The product is: [O:27]=[C:26]([N:1]1[C:5]2([CH2:10][CH2:9][CH2:8][N:7]([C:11]3[C:12]4[CH:19]=[CH:18][NH:17][C:13]=4[N:14]=[CH:15][N:16]=3)[CH2:6]2)[CH2:4][CH2:3][CH2:2]1)[CH2:28][C:29]#[N:30].